From a dataset of Catalyst prediction with 721,799 reactions and 888 catalyst types from USPTO. Predict which catalyst facilitates the given reaction. (1) Reactant: C(OC(=O)[NH:7][C:8]1[CH:13]=[C:12]([O:14][C:15]2[N:20]=[C:19]3[S:21][C:22]([NH:24][C:25]([CH:27]4[CH2:29][CH2:28]4)=[O:26])=[N:23][C:18]3=[CH:17][CH:16]=2)[C:11]([Cl:30])=[CH:10][C:9]=1[F:31])(C)(C)C. Product: [NH2:7][C:8]1[C:9]([F:31])=[CH:10][C:11]([Cl:30])=[C:12]([CH:13]=1)[O:14][C:15]1[N:20]=[C:19]2[S:21][C:22]([NH:24][C:25]([CH:27]3[CH2:28][CH2:29]3)=[O:26])=[N:23][C:18]2=[CH:17][CH:16]=1. The catalyst class is: 55. (2) Reactant: [OH:1][C:2]1[C:11](=[O:12])[C:10]2[C:5](=[CH:6][C:7]([I:13])=[CH:8][CH:9]=2)[O:4][C:3]=1[C:14]1[CH:19]=[C:18]([O:20][CH3:21])[C:17]([O:22][CH3:23])=[C:16]([O:24][CH3:25])[CH:15]=1.C(=O)([O-])[O-].[K+].[K+].[I-].[K+].[CH2:34](Cl)[C:35]1[CH:40]=[CH:39][CH:38]=[CH:37][CH:36]=1. Product: [CH2:34]([O:1][C:2]1[C:11](=[O:12])[C:10]2[C:5](=[CH:6][C:7]([I:13])=[CH:8][CH:9]=2)[O:4][C:3]=1[C:14]1[CH:15]=[C:16]([O:24][CH3:25])[C:17]([O:22][CH3:23])=[C:18]([O:20][CH3:21])[CH:19]=1)[C:35]1[CH:40]=[CH:39][CH:38]=[CH:37][CH:36]=1. The catalyst class is: 21. (3) Reactant: [CH2:1]([CH:3]([CH2:9][CH3:10])[C:4]([O:6]CC)=O)[CH3:2].[Li].[CH:12](NC(C)C)(C)[CH3:13].C([Li])CCC.BrCC#[N:27]. Product: [CH2:12]([C:3]1([CH2:1][CH3:2])[CH2:9][CH2:10][NH:27][C:4]1=[O:6])[CH3:13]. The catalyst class is: 1. (4) Reactant: CC(C)CC[NH:5][CH2:6][C:7]1[CH:22]=[CH:21][C:10]([CH2:11][C:12]2[CH:20]=[CH:19][C:15]([C:16]([NH2:18])=[O:17])=[CH:14][N:13]=2)=[CH:9][CH:8]=1.CC(O/N=C(/C(NCC=O)=O)\C1N=C(N)SC=1)(C(O)=O)C.CC(CC)CN.[BH4-].[Na+]. Product: [C:6]([C:7]1[CH:8]=[CH:9][C:10]([CH2:11][C:12]2[CH:20]=[CH:19][C:15]([C:16]([NH2:18])=[O:17])=[CH:14][N:13]=2)=[CH:21][CH:22]=1)#[N:5]. The catalyst class is: 130. (5) The catalyst class is: 22. Product: [O:11]1[C:7]([C:1]2[CH:2]=[CH:3][CH:4]=[CH:5][C:6]=2[S:13]([Cl:12])(=[O:15])=[O:14])=[CH:8][N:9]=[CH:10]1. Reactant: [C:1]1([C:7]2[O:11][CH:10]=[N:9][CH:8]=2)[CH:6]=[CH:5][CH:4]=[CH:3][CH:2]=1.[Cl:12][S:13](O)(=[O:15])=[O:14]. (6) Reactant: [CH2:1]([NH:5][C:6](=[O:16])/[CH:7]=[CH:8]/[CH:9]=[CH:10]\[CH2:11][CH2:12][CH2:13][CH2:14][CH3:15])[CH:2]([CH3:4])[CH3:3].II. Product: [CH2:1]([NH:5][C:6](=[O:16])/[CH:7]=[CH:8]/[CH:9]=[CH:10]/[CH2:11][CH2:12][CH2:13][CH2:14][CH3:15])[CH:2]([CH3:4])[CH3:3]. The catalyst class is: 11. (7) The catalyst class is: 2. Product: [OH:11][CH2:12][CH2:13][O:27][C:26](=[O:28])[CH2:25][CH2:24][CH2:23]/[CH:22]=[CH:21]\[CH2:20][C@H:19]1[C@H:15]([Cl:14])[CH2:16][C@@H:17]([OH:39])[C@@H:18]1[CH2:29][O:30][C:31]1[CH:32]=[C:33]([Cl:38])[CH:34]=[C:35]([Cl:37])[CH:36]=1. Reactant: C(N(CC)CC)C.ClC([O:11][CH2:12][CH3:13])=O.[Cl:14][C@H:15]1[C@H:19]([CH2:20]/[CH:21]=[CH:22]\[CH2:23][CH2:24][CH2:25][C:26]([OH:28])=[O:27])[C@@H:18]([CH2:29][O:30][C:31]2[CH:36]=[C:35]([Cl:37])[CH:34]=[C:33]([Cl:38])[CH:32]=2)[C@H:17]([OH:39])[CH2:16]1.C(O)CO. (8) Reactant: [CH3:1][N:2]([CH:10]1[CH2:13][N:12]([C:14]2[C:15]3[N:16]([CH:27]=[N:28][N:29]=3)[C:17]3[CH:23]=[C:22]([N+:24]([O-:26])=[O:25])[CH:21]=[N:20][C:18]=3[N:19]=2)[CH2:11]1)C(=O)OC(C)(C)C.C(O)(C(F)(F)F)=O. Product: [CH3:1][NH:2][CH:10]1[CH2:13][N:12]([C:14]2[C:15]3[N:16]([CH:27]=[N:28][N:29]=3)[C:17]3[CH:23]=[C:22]([N+:24]([O-:26])=[O:25])[CH:21]=[N:20][C:18]=3[N:19]=2)[CH2:11]1. The catalyst class is: 2.